The task is: Binary Classification. Given a miRNA mature sequence and a target amino acid sequence, predict their likelihood of interaction.. This data is from Experimentally validated miRNA-target interactions with 360,000+ pairs, plus equal number of negative samples. (1) The protein sequence of the target gene is MEHAVAPCVLYPGTEPGAAGESESEGAASPAQTPCSLGASLCFSSGEESPPQSLASAAEGAATSPPSSGGPRVVERQWEAGSAGAASPEELASPEERACPEEPAAPSPEPRVWLEDPASPEEPGEPAPVPPGFGAVYGEPDLVLEVSGRRLRAHKAVLAARSDYFRARASRDVLRVQGVSLTALRLLLADAYSGRMAGVRPDNVAEVVAGARRLQLPGAAQRATDAVGPQLSLANCYEVLSAAKRQRLNELRDAAYCFMSDHYLEVLREPAVFGRLSGAERDLLLRRRLRAGRAHLLAAA.... Result: 1 (interaction). The miRNA is hsa-miR-3194-5p with sequence GGCCAGCCACCAGGAGGGCUG. (2) The miRNA is cel-miR-787-3p with sequence UAAGCUCGUUUUAGUAUCUUUCG. The protein sequence of the target gene is MLGCGIPALGLLLLLQGSADGNGIQGFFYPWSCEGDIWDRESCGGQAAIDSPNLCLRLRCCYRNGVCYHQRPDENVRRKHMWALVWTCSGLLLLSCSICLFWWAKRRDVLHMPGFLAGPCDMSKSVSLLSKHRGTKKTPSTGSVPVALSKESRDVEGGTEGEGTEEGEETEGEEEED. Result: 0 (no interaction). (3) The miRNA is rno-miR-290 with sequence UCUCAAACUAUGGGGGCA. The protein sequence of the target gene is MSKGLPEARTDTAMSELVPEPRPKPAVPMKPVSINSNLLGCIGIDTIIEQMRKKTMKTGFDFNIMVVGQSGLGKSTLVNTLFKSQVSRKASSWNREEKIPKTVEIKAIGHVIEEGGVKMKLTVIDTPGFGDQINNENCWEPIEKYINEQYEKFLKEEVNIARKKRIPDTRVHCCLYFISPTGHSLRPLDLEFMKHLSKVVNVIPVIAKADTMTLEEKSEFKQRVRKELEVNGIEFYPQKEFDEDLEDKTENDKIRQESMPFAVVGSDKEYQVNGKRVLGRKTPWGIIEVENLNHCEFALL.... Result: 1 (interaction). (4) The miRNA is mmu-miR-7018-3p with sequence UCACCCUGCUGCCGGCUUGCAG. The protein sequence of the target gene is MWPVFWTVVRTYAPYVTFPVAFVVGAVGYHLEWFIRGKDPQPVEEEKSISERREDRKLDELLGKDHTQVVSLKDKLEFAPKAVLNRNRPEKN. Result: 0 (no interaction). (5) The miRNA is hsa-miR-1245a with sequence AAGUGAUCUAAAGGCCUACAU. The protein sequence of the target gene is MPIGSKERPTFFEIFKTRCNKADLGPISLNWFEELSSEAPPYNSEPAEESEHKNNNYEPNLFKTPQRKPSYNQLASTPIIFKEQGLTLPLYQSPVKELDKFKLDLGRNVPNSRHKSLRTVKTKMDQADDVSCPLLNSCLSESPVVLQCTHVTPQRDKSVVCGSLFHTPKFVKGRQTPKHISESLGAEVDPDMSWSSSLATPPTLSSTVLIVRNEEASETVFPHDTTANVKSYFSNHDESLKKNDRFIASVTDSENTNQREAASHGFGKTSGNSFKVNSCKDHIGKSMPNVLEDEVYETVV.... Result: 1 (interaction). (6) The miRNA is hsa-miR-335-5p with sequence UCAAGAGCAAUAACGAAAAAUGU. The protein sequence of the target gene is MSKRDIVLTNVTVVQLLRQPCPVTRAPPPPEPKAEVEPQPQPEPTPVREEIKPPPPPLPPHPATPPPKMVSVARELTVGINGFGRIGRLVLRACMEKGVKVVAVNDPFIDPEYMVYMFKYDSTHGRYKGSVEFRNGQLVVDNHEISVYQCKEPKQIPWRAVGSPYVVESTGVYLSIQAASDHISAGAQRVVISAPSPDAPMFVMGVNENDYNPGSMNIVSNASCTTNCLAPLAKVIHERFGIVEGLMTTVHSYTATQKTVDGPSRKAWRDGRGAHQNIIPASTGAAKAVTKVIPELKGKL.... Result: 1 (interaction). (7) The miRNA is hsa-miR-4504 with sequence UGUGACAAUAGAGAUGAACAUG. The protein sequence of the target gene is MAASVAPGVRTLWWAGAAWLRQGGIRELFRPRIEGSTPGRDFSLSHYQSTVIVERWWKVPLAGEGRKPHLHRRHRVYKLVEDTKHRPKDNLELILTQSVDEIGVRGDLVSVKKSVGRNKLLSQGLAVYASPENRKLFEEEKSLRREGKLEKIQTKAGEATVKFLRSCHLEVGMKNNVKWELNPEIVARHFFKNLGVVVAPHALRLPEEPITRWGEYWCDVTVNGLDTVRVPMSVVLFQKPKTKRYKHWLAQQAAKSVAPTNPQAV. Result: 0 (no interaction). (8) The miRNA is hsa-miR-4747-5p with sequence AGGGAAGGAGGCUUGGUCUUAG. The protein sequence of the target gene is MSGSNPKAAAAASAAGPGGLVAGKEEKKKAGGGVLNRLKARRQAPHHAADDGVGAAVTEQELLALDTIRPEHVLRLSRVTENYLCKPEDNIYSIDFTRFKIRDLETGTVLFEIAKPCVSDQEEDEEEGGGDVDISAGRFVRYQFTPAFLRLRTVGATVEFTVGDKPVSNFRMIERHYFREHLLKNFDFDFGFCIPSSRNTCEHIYEFPQLSEDVIRLMIENPYETRSDSFYFVDNKLIMHNKADYAYNGGQ. Result: 1 (interaction). (9) The miRNA is mmu-miR-547-3p with sequence CUUGGUACAUCUUUGAGUGAG. The protein sequence of the target gene is MSSLGGGSQDAGGSSSSSTNGSGGSGSSGPKAGAADKSAVVAAAAPASVADDTPPPERRNKSGIISEPLNKSLRRSRPLSHYSSFGSSGGSGGGSMMGGESADKATAAAAAASLLANGHDLAAAMAVDKSNPTSKHKSGAVASLLSKAERATELAAEGQLTLQQFAQSTEMLKRVVQEHLPLMSEAGAGLPDMEAVAGAEALNGQSDFPYLGAFPINPGLFIMTPAGVFLAESALHMAGLAEYPMQGELASAISSGKKKRKRCGMCAPCRRRINCEQCSSCRNRKTGHQICKFRKCEELK.... Result: 0 (no interaction). (10) The miRNA is rno-miR-200a-3p with sequence UAACACUGUCUGGUAACGAUGU. The protein sequence of the target gene is MVQLAPAAAMDEVTFRSDTVLSDVHLYTPNHRHLMVRLNSVGQPVFLSQFKLLWSQDSWTDSGAKGGSHRDVHTKEPPSAETGSTGSPPGSGHGNEGFSLQAGTDTTGQEVAEAQLDEDGDLDVVRRPRAASDSNPAGPLRDKVHPMILAQEEDDVLGEEAQGSPHDIIRIEHTMATPLEDVGKQVWRGALLLADYILFRQDLFRGCTALELGAGTGLASIIAATMARTVYCTDVGADLLSMCQRNIALNSHLAATGGGIVRVKELDWLKDDLCTDPKVPFSWSQEEISDLYDHTTILFA.... Result: 0 (no interaction).